This data is from Full USPTO retrosynthesis dataset with 1.9M reactions from patents (1976-2016). The task is: Predict the reactants needed to synthesize the given product. Given the product [CH3:20][C:16]1([CH3:21])[CH2:15][C:14]2[N:27]=[C:1]([CH3:2])[C:4]3[NH:5][C:6]4[CH:7]=[CH:8][CH:9]=[CH:10][C:11]=4[C:12]=3[C:13]=2[C:18](=[O:19])[CH2:17]1, predict the reactants needed to synthesize it. The reactants are: [C:1]([C:4]1[NH:5][C:6]2[C:11]([C:12]=1[CH:13]1[C:18](=[O:19])[CH2:17][C:16]([CH3:21])([CH3:20])[CH2:15][C:14]1=O)=[CH:10][CH:9]=[CH:8][CH:7]=2)(=O)[CH3:2].C([O-])(=O)C.[NH4+:27].